From a dataset of Full USPTO retrosynthesis dataset with 1.9M reactions from patents (1976-2016). Predict the reactants needed to synthesize the given product. (1) Given the product [OH:6][CH2:7][CH2:8][C:9]1[C:5]([OH:4])=[N:15][C:13]([OH:14])=[N:12][C:10]=1[CH3:11], predict the reactants needed to synthesize it. The reactants are: C[O-].[Na+].[O:4]=[C:5]1[O:6][CH2:7][CH2:8]/[C:9]/1=[C:10](/[NH:12][C:13]([NH2:15])=[O:14])\[CH3:11].O. (2) The reactants are: [C:1]1(B(O)O)[CH:6]=[CH:5][CH:4]=[CH:3][CH:2]=1.C(N(CC)CC)C.[CH2:17]([O:19][C:20](=[O:33])[CH:21]([N:25]1[CH:30]=[CH:29][CH:28]=[C:27]([NH2:31])[C:26]1=[O:32])[O:22][CH2:23][CH3:24])[CH3:18].CC1(C)N([O])C(C)(C)CCC1. Given the product [CH2:17]([O:19][C:20](=[O:33])[CH:21]([O:22][CH2:23][CH3:24])[N:25]1[CH:30]=[CH:29][CH:28]=[C:27]([NH:31][C:1]2[CH:6]=[CH:5][CH:4]=[CH:3][CH:2]=2)[C:26]1=[O:32])[CH3:18], predict the reactants needed to synthesize it. (3) The reactants are: [F:1][C:2]1[CH:7]=[CH:6][C:5]([C:8]2[CH:13]=[CH:12][N:11]=[CH:10][C:9]=2[N:14]([CH3:35])[C:15](=[O:34])[C:16]2[CH:21]=[C:20]([C:22]([F:25])([F:24])[F:23])[CH:19]=[C:18]([S:26][CH2:27][CH2:28][NH:29][S:30]([CH3:33])(=[O:32])=[O:31])[CH:17]=2)=[C:4]([O:36][CH3:37])[CH:3]=1.[OH:38]OS([O-])=O.[K+].[O-]S([O-])(=S)=O.[Na+].[Na+].CCOC(C)=O.[OH2:57]. Given the product [F:1][C:2]1[CH:7]=[CH:6][C:5]([C:8]2[CH:13]=[CH:12][N:11]=[CH:10][C:9]=2[N:14]([CH3:35])[C:15](=[O:34])[C:16]2[CH:21]=[C:20]([C:22]([F:24])([F:25])[F:23])[CH:19]=[C:18]([S:26]([CH2:27][CH2:28][NH:29][S:30]([CH3:33])(=[O:32])=[O:31])(=[O:38])=[O:57])[CH:17]=2)=[C:4]([O:36][CH3:37])[CH:3]=1, predict the reactants needed to synthesize it. (4) Given the product [NH2:9][C:5]1[CH:4]=[CH:3][C:2]([CH3:1])=[CH:7][C:6]=1[OH:8], predict the reactants needed to synthesize it. The reactants are: [CH3:1][C:2]1[CH:3]=[CH:4][C:5]([N+:9]([O-])=O)=[C:6]([OH:8])[CH:7]=1.